Dataset: Forward reaction prediction with 1.9M reactions from USPTO patents (1976-2016). Task: Predict the product of the given reaction. Given the reactants [Br:1][C:2]1[CH:12]=[CH:11][CH:10]=[C:9]([N+:13]([O-:15])=[O:14])[C:3]=1[CH2:4][O:5]C(=O)C.[OH-].[K+], predict the reaction product. The product is: [Br:1][C:2]1[CH:12]=[CH:11][CH:10]=[C:9]([N+:13]([O-:15])=[O:14])[C:3]=1[CH2:4][OH:5].